Dataset: Forward reaction prediction with 1.9M reactions from USPTO patents (1976-2016). Task: Predict the product of the given reaction. (1) The product is: [F:20][C:21]1[CH:28]=[CH:27][C:24]([CH2:25][NH:26][CH2:2][C:3]2[N:7]([C:8]3[CH:13]=[CH:12][C:11]([S:14]([NH2:17])(=[O:16])=[O:15])=[CH:10][CH:9]=3)[N:6]=[C:5]([CH3:19])[N:4]=2)=[CH:23][CH:22]=1. Given the reactants Cl[CH2:2][C:3]1[N:7]([C:8]2[CH:13]=[CH:12][C:11]([S:14]([NH2:17])(=[O:16])=[O:15])=[CH:10][C:9]=2F)[N:6]=[C:5]([CH3:19])[N:4]=1.[F:20][C:21]1[CH:28]=[CH:27][C:24]([CH2:25][NH2:26])=[CH:23][CH:22]=1, predict the reaction product. (2) The product is: [F:11][C:8]([F:9])([F:10])[C:6]1[CH:7]=[C:2]2[C:3]([CH2:12][CH2:13][C:14]2=[O:16])=[CH:4][CH:5]=1. Given the reactants Br[C:2]1[CH:7]=[C:6]([C:8]([F:11])([F:10])[F:9])[CH:5]=[CH:4][C:3]=1[CH2:12][CH2:13][C:14]([OH:16])=O.C([Li])CCC.Cl, predict the reaction product.